Dataset: Catalyst prediction with 721,799 reactions and 888 catalyst types from USPTO. Task: Predict which catalyst facilitates the given reaction. (1) Reactant: C(Cl)(=O)C(Cl)=O.CS(C)=O.[CH3:11][C:12]1([CH2:20][OH:21])[CH2:19][CH2:18][CH2:17][CH:16]=[CH:15][CH2:14][CH2:13]1.C(N(CC)CC)C. Product: [CH3:11][C:12]1([CH:20]=[O:21])[CH2:19][CH2:18][CH2:17][CH:16]=[CH:15][CH2:14][CH2:13]1. The catalyst class is: 4. (2) Reactant: [CH3:1][O:2][C:3]1[CH:4]=[C:5]([CH:21]=[CH:22][C:23]=1[O:24][CH2:25][C:26]1[N:27]=[C:28]([C:32]2[CH:37]=[CH:36][CH:35]=[CH:34][CH:33]=2)[O:29][C:30]=1[CH3:31])[CH2:6][O:7][C:8]1[CH:12]=[C:11]([CH:13]=O)[N:10]([C:15]2[CH:20]=[CH:19][CH:18]=[CH:17][CH:16]=2)[N:9]=1.C(OP([CH2:46][C:47]([O:49][CH2:50][CH3:51])=[O:48])(OCC)=O)C.CN(C)C=O.[H-].[Na+]. Product: [CH3:1][O:2][C:3]1[CH:4]=[C:5]([CH:21]=[CH:22][C:23]=1[O:24][CH2:25][C:26]1[N:27]=[C:28]([C:32]2[CH:33]=[CH:34][CH:35]=[CH:36][CH:37]=2)[O:29][C:30]=1[CH3:31])[CH2:6][O:7][C:8]1[CH:12]=[C:11](/[CH:13]=[CH:46]/[C:47]([O:49][CH2:50][CH3:51])=[O:48])[N:10]([C:15]2[CH:16]=[CH:17][CH:18]=[CH:19][CH:20]=2)[N:9]=1. The catalyst class is: 6. (3) Reactant: C([O:3][C:4](=[O:34])[C:5]([O:8][C:9]1[CH:14]=[CH:13][CH:12]=[C:11]([O:15][CH2:16][CH2:17][N:18]2[C:23](=[O:24])[C:22]3[N:25]([CH2:31][CH3:32])[N:26]=[C:27]([CH2:28][CH2:29][CH3:30])[C:21]=3[N:20]=[C:19]2[CH3:33])[CH:10]=1)([CH3:7])[CH3:6])C.O.C(=O)([O-])[O-].[Na+].[Na+]. Product: [CH2:31]([N:25]1[C:22]2[C:23](=[O:24])[N:18]([CH2:17][CH2:16][O:15][C:11]3[CH:10]=[C:9]([CH:14]=[CH:13][CH:12]=3)[O:8][C:5]([CH3:7])([CH3:6])[C:4]([OH:34])=[O:3])[C:19]([CH3:33])=[N:20][C:21]=2[C:27]([CH2:28][CH2:29][CH3:30])=[N:26]1)[CH3:32]. The catalyst class is: 5. (4) Reactant: C[O:2][C:3]([C:5]1[C:10]([NH2:11])=[CH:9][C:8]([C:12]([F:15])([F:14])[F:13])=[C:7]([Br:16])[N:6]=1)=O.O.[NH2:18][NH2:19].O. Product: [NH2:11][C:10]1[C:5]([C:3]([NH:18][NH2:19])=[O:2])=[N:6][C:7]([Br:16])=[C:8]([C:12]([F:15])([F:14])[F:13])[CH:9]=1. The catalyst class is: 5.